This data is from Reaction yield outcomes from USPTO patents with 853,638 reactions. The task is: Predict the reaction yield, written as a fraction of the theoretical maximum amount of product (1.0 means a 100% yield; for example, 0.34 means a 34% yield). The reactants are [CH3:1][O:2][C:3](=[O:16])[CH2:4][C:5]1[C:9]2[CH:10]=[C:11]([CH2:14]Br)[CH:12]=[CH:13][C:8]=2[O:7][CH:6]=1.[CH3:17][NH:18][CH3:19]. The catalyst is C1COCC1.C(O)C. The product is [CH3:1][O:2][C:3](=[O:16])[CH2:4][C:5]1[C:9]2[CH:10]=[C:11]([CH2:14][N:18]([CH3:19])[CH3:17])[CH:12]=[CH:13][C:8]=2[O:7][CH:6]=1. The yield is 0.980.